This data is from Forward reaction prediction with 1.9M reactions from USPTO patents (1976-2016). The task is: Predict the product of the given reaction. (1) Given the reactants [O:1]1[C:5]2[CH:6]=[CH:7][CH:8]=[CH:9][C:4]=2[CH:3]=[C:2]1[C:10]1[C:18]2[C:13](=[CH:14][CH:15]=[C:16]([C:19](O)=[O:20])[CH:17]=2)[N:12](C2CCCCO2)[N:11]=1.F[P-](F)(F)(F)(F)F.N1(OC(N(C)C)=[N+](C)C)C2C=CC=CC=2N=N1.[CH3:52][N:53]([CH3:58])[CH2:54][CH2:55][CH2:56][NH2:57], predict the reaction product. The product is: [O:1]1[C:5]2[CH:6]=[CH:7][CH:8]=[CH:9][C:4]=2[CH:3]=[C:2]1[C:10]1[C:18]2[C:13](=[CH:14][CH:15]=[C:16]([C:19]([NH:57][CH2:56][CH2:55][CH2:54][N:53]([CH3:58])[CH3:52])=[O:20])[CH:17]=2)[NH:12][N:11]=1. (2) Given the reactants [CH3:1][Si:2]([CH3:32])([C:28]([CH3:31])([CH3:30])[CH3:29])[O:3][CH2:4][C@@H:5]1[C@@H:14]2[C@@H:8]([O:9][CH2:10][C:11]([CH2:15][CH2:16][CH2:17][C:18]([OH:20])=[O:19])=[CH:12][CH2:13]2)[CH2:7][C@H:6]1[O:21][CH:22]1[CH2:27][CH2:26][CH2:25][CH2:24][O:23]1.C(=O)([O-])[O-].[K+].[K+].[CH:39](I)([CH3:41])[CH3:40].CC(OC)(C)C, predict the reaction product. The product is: [CH3:32][Si:2]([CH3:1])([C:28]([CH3:29])([CH3:31])[CH3:30])[O:3][CH2:4][C@@H:5]1[C@@H:14]2[C@@H:8]([O:9][CH2:10][C:11]([CH2:15][CH2:16][CH2:17][C:18]([O:20][CH:39]([CH3:41])[CH3:40])=[O:19])=[CH:12][CH2:13]2)[CH2:7][C@H:6]1[O:21][CH:22]1[CH2:27][CH2:26][CH2:25][CH2:24][O:23]1. (3) The product is: [CH3:21][O:20][C:17]1[CH:18]=[CH:19][C:14]([C@H:12]2[CH2:13][C@@H:11]2[CH2:10][O:9][C:3]2[C:2]([C:27]3[CH:28]=[CH:29][C:24]([C:22]#[N:23])=[CH:25][CH:26]=3)=[CH:7][N:6]=[C:5]([CH3:8])[N:4]=2)=[N:15][CH:16]=1. Given the reactants Br[C:2]1[C:3]([O:9][CH2:10][C@H:11]2[CH2:13][C@@H:12]2[C:14]2[CH:19]=[CH:18][C:17]([O:20][CH3:21])=[CH:16][N:15]=2)=[N:4][C:5]([CH3:8])=[N:6][CH:7]=1.[C:22]([C:24]1[CH:29]=[CH:28][C:27](B(O)O)=[CH:26][CH:25]=1)#[N:23].C([O-])([O-])=O.[K+].[K+], predict the reaction product.